Dataset: Catalyst prediction with 721,799 reactions and 888 catalyst types from USPTO. Task: Predict which catalyst facilitates the given reaction. (1) Reactant: [H-].[Na+].[CH2:3]([N:10]1[CH2:15][CH2:14][O:13][C@H:12]([OH:16])[C@H:11]1[C:17]1[CH:22]=[CH:21][CH:20]=[CH:19][CH:18]=1)[C:4]1[CH:9]=[CH:8][CH:7]=[CH:6][CH:5]=1.[F:23][C:24]([F:38])([F:37])[C:25]1[CH:26]=[C:27]([CH:30]=[C:31]([C:33]([F:36])([F:35])[F:34])[CH:32]=1)[CH2:28]Br.C([O-])(O)=O.[Na+]. Product: [CH2:3]([N:10]1[CH2:15][CH2:14][O:13][C@H:12]([O:16][CH2:28][C:27]2[CH:30]=[C:31]([C:33]([F:35])([F:36])[F:34])[CH:32]=[C:25]([C:24]([F:23])([F:37])[F:38])[CH:26]=2)[C@H:11]1[C:17]1[CH:22]=[CH:21][CH:20]=[CH:19][CH:18]=1)[C:4]1[CH:5]=[CH:6][CH:7]=[CH:8][CH:9]=1. The catalyst class is: 807. (2) Reactant: [Si]([O:8][CH2:9][C@H:10]1[CH2:15][CH2:14][C@H:13]([N:16]2[C:21]3[C:22]4[CH:28]=[CH:27][N:26]([CH2:29][O:30][CH2:31][CH2:32][Si:33]([CH3:36])([CH3:35])[CH3:34])[C:23]=4[N:24]=[CH:25][C:20]=3[C:19](=[O:37])[N:18]([CH:38]3[CH2:40][CH2:39]3)[CH2:17]2)[CH2:12][CH2:11]1)(C(C)(C)C)(C)C.Cl.C(=O)([O-])O.[Na+]. Product: [CH:38]1([N:18]2[C:19](=[O:37])[C:20]3[CH:25]=[N:24][C:23]4[N:26]([CH2:29][O:30][CH2:31][CH2:32][Si:33]([CH3:36])([CH3:35])[CH3:34])[CH:27]=[CH:28][C:22]=4[C:21]=3[N:16]([C@H:13]3[CH2:12][CH2:11][C@H:10]([CH2:9][OH:8])[CH2:15][CH2:14]3)[CH2:17]2)[CH2:39][CH2:40]1. The catalyst class is: 12. (3) Reactant: [N+:1]([C:4]1[CH:5]=[C:6]([CH2:10][CH2:11]OS(C)(=O)=O)[CH:7]=[CH:8][CH:9]=1)([O-])=O.C(=O)([O-])[O-].[Cs+].[Cs+].[CH3:23][N:24]1[CH2:29][CH2:28][NH:27][CH2:26][CH2:25]1. The catalyst class is: 18. Product: [CH3:23][N:24]1[CH2:29][CH2:28][N:27]([CH2:11][CH2:10][C:6]2[CH:5]=[C:4]([NH2:1])[CH:9]=[CH:8][CH:7]=2)[CH2:26][CH2:25]1. (4) Reactant: C[Al](C)C.[NH2:5][C:6]1[CH:11]=[CH:10][CH:9]=[CH:8][CH:7]=1.[CH3:12][N:13]([CH3:28])[C:14]1[CH:15]=[CH:16][C:17]2[N:18]([CH:20]=[C:21]([C:23](OCC)=[O:24])[N:22]=2)[CH:19]=1.[Cl-].[NH4+]. Product: [CH3:12][N:13]([CH3:28])[C:14]1[CH:15]=[CH:16][C:17]2[N:18]([CH:20]=[C:21]([C:23]([NH:5][C:6]3[CH:11]=[CH:10][CH:9]=[CH:8][CH:7]=3)=[O:24])[N:22]=2)[CH:19]=1. The catalyst class is: 11. (5) Reactant: [CH2:1]([O:3][C:4](=[O:15])[CH2:5][O:6][C:7]1[CH:12]=[CH:11][C:10]([NH2:13])=[CH:9][C:8]=1[CH3:14])[CH3:2].[C:16](O[C:16]([O:18][C:19]([CH3:22])([CH3:21])[CH3:20])=[O:17])([O:18][C:19]([CH3:22])([CH3:21])[CH3:20])=[O:17]. Product: [CH2:1]([O:3][C:4](=[O:15])[CH2:5][O:6][C:7]1[CH:12]=[CH:11][C:10]([NH:13][C:16]([O:18][C:19]([CH3:22])([CH3:21])[CH3:20])=[O:17])=[CH:9][C:8]=1[CH3:14])[CH3:2]. The catalyst class is: 1.